This data is from Reaction yield outcomes from USPTO patents with 853,638 reactions. The task is: Predict the reaction yield, written as a fraction of the theoretical maximum amount of product (1.0 means a 100% yield; for example, 0.34 means a 34% yield). (1) The reactants are [O:1]1[CH:5]=[CH:4][C:3]([C:6]([NH:8][C:9]2[CH:10]=[CH:11][C:12]([CH3:24])=[C:13]([C:15]3[CH:20]=[CH:19][C:18]([C:21]([OH:23])=O)=[CH:17][CH:16]=3)[CH:14]=2)=[O:7])=[CH:2]1.[NH2:25][CH2:26][CH2:27][NH:28][S:29]([CH3:32])(=[O:31])=[O:30].CN(C(ON1N=NC2C=CC=NC1=2)=[N+](C)C)C.F[P-](F)(F)(F)(F)F.C1C=CC2N(O)N=NC=2C=1.CCN(C(C)C)C(C)C. The catalyst is CN(C=O)C.C(OCC)(=O)C. The product is [CH3:24][C:12]1[C:13]([C:15]2[CH:16]=[CH:17][C:18]([C:21]([NH:25][CH2:26][CH2:27][NH:28][S:29]([CH3:32])(=[O:31])=[O:30])=[O:23])=[CH:19][CH:20]=2)=[CH:14][C:9]([NH:8][C:6]([C:3]2[CH:4]=[CH:5][O:1][CH:2]=2)=[O:7])=[CH:10][CH:11]=1. The yield is 0.900. (2) The product is [Cl:1][C:2]1[CH:3]=[C:4]2[C:9](=[CH:10][C:11]=1[O:12][C:13]1[CH:14]=[CH:15][C:16]([C:19](=[O:33])[NH:20][CH:21]3[CH2:26][CH2:25][CH2:24][CH:23]([C:27]4[CH:32]=[CH:31][CH:30]=[CH:29][CH:28]=4)[CH2:22]3)=[CH:17][CH:18]=1)[O:8][CH2:7][CH2:6][CH:5]2[C:34]([OH:36])=[O:35]. The yield is 1.00. The catalyst is C1COCC1.C(O)C. The reactants are [Cl:1][C:2]1[CH:3]=[C:4]2[C:9](=[CH:10][C:11]=1[O:12][C:13]1[CH:18]=[CH:17][C:16]([C:19](=[O:33])[NH:20][CH:21]3[CH2:26][CH2:25][CH2:24][CH:23]([C:27]4[CH:32]=[CH:31][CH:30]=[CH:29][CH:28]=4)[CH2:22]3)=[CH:15][CH:14]=1)[O:8][CH2:7][CH2:6][CH:5]2[C:34]([O:36]CC)=[O:35].[OH-].[Na+]. (3) The reactants are Br[C:2]1[N:3]=[C:4]([CH:24]2[CH2:29][CH2:28][CH2:27][CH2:26][CH2:25]2)[N:5]2[C:10]3[CH:11]=[CH:12][N:13]([S:14]([C:17]4[CH:23]=[CH:22][C:20]([CH3:21])=[CH:19][CH:18]=4)(=[O:16])=[O:15])[C:9]=3[N:8]=[CH:7][C:6]=12.CC1(C)C(C)(C)OB(/[CH:38]=[CH:39]/[C:40]([O:42][CH2:43][CH3:44])=[O:41])O1.C([O-])([O-])=O.[Na+].[Na+].O. The catalyst is C1COCC1.C1C=CC(P(C2C=CC=CC=2)[C-]2C=CC=C2)=CC=1.C1C=CC(P(C2C=CC=CC=2)[C-]2C=CC=C2)=CC=1.Cl[Pd]Cl.[Fe+2]. The product is [CH:24]1([C:4]2[N:5]3[C:10]4[CH:11]=[CH:12][N:13]([S:14]([C:17]5[CH:18]=[CH:19][C:20]([CH3:21])=[CH:22][CH:23]=5)(=[O:15])=[O:16])[C:9]=4[N:8]=[CH:7][C:6]3=[C:2](/[CH:38]=[CH:39]/[C:40]([O:42][CH2:43][CH3:44])=[O:41])[N:3]=2)[CH2:29][CH2:28][CH2:27][CH2:26][CH2:25]1. The yield is 0.700. (4) The reactants are [F:1][C:2]([F:10])([F:9])[C:3]1[CH:7]=[C:6]([NH2:8])[O:5][N:4]=1.Cl[C:12]([O:14][C:15]([CH3:17])=[CH2:16])=[O:13].[Li+].C[Si]([N-][Si](C)(C)C)(C)C. No catalyst specified. The product is [F:1][C:2]([F:10])([F:9])[C:3]1[CH:7]=[C:6]([NH:8][C:12](=[O:13])[O:14][C:15]([CH3:17])=[CH2:16])[O:5][N:4]=1. The yield is 0.380. (5) The reactants are [CH:1]1[C:13]2[N:12]([C:14](=[O:23])[CH2:15][C@@H:16]([CH2:20][CH2:21][CH3:22])[C:17](O)=[O:18])[C:11]3[C:6](=[CH:7][CH:8]=[CH:9][CH:10]=3)[C:5]=2[CH:4]=[CH:3][CH:2]=1.[C:24]([O:28][C:29](=[O:37])[CH2:30][CH:31]([NH2:36])[CH:32]([OH:35])[CH2:33][F:34])([CH3:27])([CH3:26])[CH3:25].C1C=CC2N(O)N=NC=2C=1.C(Cl)CCl. The catalyst is CN(C1C=CN=CC=1)C.C1COCC1. The product is [C:24]([O:28][C:29](=[O:37])[CH2:30][CH:31]([NH:36][C:17](=[O:18])[CH:16]([CH2:15][C:14]([N:12]1[C:11]2[CH:10]=[CH:9][CH:8]=[CH:7][C:6]=2[C:5]2[C:13]1=[CH:1][CH:2]=[CH:3][CH:4]=2)=[O:23])[CH2:20][CH2:21][CH3:22])[CH:32]([OH:35])[CH2:33][F:34])([CH3:27])([CH3:25])[CH3:26]. The yield is 0.530. (6) The reactants are [F:1][C:2]([F:37])([F:36])[CH:3]([C:30]1[CH:35]=[CH:34][N:33]=[CH:32][CH:31]=1)[O:4][C:5]1[C:6]([N:15](COCC[Si](C)(C)C)[S:16]([CH2:19][CH2:20][CH3:21])(=[O:18])=[O:17])=[N:7][C:8]2[C:13]([N:14]=1)=[CH:12][CH:11]=[CH:10][CH:9]=2. The catalyst is FC(F)(F)C(O)=O. The product is [F:37][C:2]([F:1])([F:36])[CH:3]([C:30]1[CH:31]=[CH:32][N:33]=[CH:34][CH:35]=1)[O:4][C:5]1[C:6]([NH:15][S:16]([CH2:19][CH2:20][CH3:21])(=[O:18])=[O:17])=[N:7][C:8]2[C:13]([N:14]=1)=[CH:12][CH:11]=[CH:10][CH:9]=2. The yield is 1.00. (7) The reactants are [Br:1][C:2]1[CH:3]=[CH:4][C:5]2[O:10][CH2:9][C:8](=[O:11])[NH:7][C:6]=2[CH:12]=1.C[Si]([N-][Si](C)(C)C)(C)C.[K+].[CH2:23]([O:25][C:26](=[O:37])[C@@H:27](OS(C(F)(F)F)(=O)=O)[CH3:28])[CH3:24]. The catalyst is C1COCC1. The product is [CH2:23]([O:25][C:26](=[O:37])[C@H:27]([N:7]1[C:6]2[CH:12]=[C:2]([Br:1])[CH:3]=[CH:4][C:5]=2[O:10][CH2:9][C:8]1=[O:11])[CH3:28])[CH3:24]. The yield is 0.970. (8) The product is [NH2:1][C:2]1[CH:7]=[CH:6][C:5]([C:8](=[O:10])[CH3:9])=[CH:4][C:3]=1[C:53]1[CH2:54][CH2:55][C:50]([CH3:65])([CH3:49])[CH2:51][CH:52]=1. The reactants are [NH2:1][C:2]1[CH:7]=[CH:6][C:5]([C:8](=[O:10])[CH3:9])=[CH:4][C:3]=1Br.C1(P(C2CCCCC2)C2C=CC=CC=2C2C(OC)=CC=CC=2OC)CCCCC1.[O-]P([O-])([O-])=O.[K+].[K+].[K+].[CH3:49][C:50]1([CH3:65])[CH2:55][CH2:54][C:53](B2OC(C)(C)C(C)(C)O2)=[CH:52][CH2:51]1. The yield is 0.640. The catalyst is C1(C)C=CC=CC=1.C1C=CC(/C=C/C(/C=C/C2C=CC=CC=2)=O)=CC=1.C1C=CC(/C=C/C(/C=C/C2C=CC=CC=2)=O)=CC=1.C1C=CC(/C=C/C(/C=C/C2C=CC=CC=2)=O)=CC=1.[Pd].[Pd].